From a dataset of NCI-60 drug combinations with 297,098 pairs across 59 cell lines. Regression. Given two drug SMILES strings and cell line genomic features, predict the synergy score measuring deviation from expected non-interaction effect. (1) Drug 1: CC(C)NC(=O)C1=CC=C(C=C1)CNNC.Cl. Drug 2: C(CCl)NC(=O)N(CCCl)N=O. Cell line: T-47D. Synergy scores: CSS=0.0100, Synergy_ZIP=3.46, Synergy_Bliss=5.80, Synergy_Loewe=-0.276, Synergy_HSA=-0.132. (2) Drug 1: C1CC(=O)NC(=O)C1N2CC3=C(C2=O)C=CC=C3N. Drug 2: CC1=C2C(C(=O)C3(C(CC4C(C3C(C(C2(C)C)(CC1OC(=O)C(C(C5=CC=CC=C5)NC(=O)OC(C)(C)C)O)O)OC(=O)C6=CC=CC=C6)(CO4)OC(=O)C)O)C)O. Cell line: MDA-MB-231. Synergy scores: CSS=24.3, Synergy_ZIP=-9.72, Synergy_Bliss=-3.79, Synergy_Loewe=-19.9, Synergy_HSA=-2.34. (3) Synergy scores: CSS=23.0, Synergy_ZIP=-12.3, Synergy_Bliss=-8.09, Synergy_Loewe=-7.69, Synergy_HSA=-5.02. Drug 1: C1=CC(=CC=C1CCCC(=O)O)N(CCCl)CCCl. Cell line: A498. Drug 2: CCC1=C2CN3C(=CC4=C(C3=O)COC(=O)C4(CC)O)C2=NC5=C1C=C(C=C5)O. (4) Drug 1: CN(C)N=NC1=C(NC=N1)C(=O)N. Drug 2: CC1=C(C(=O)C2=C(C1=O)N3CC4C(C3(C2COC(=O)N)OC)N4)N. Cell line: HCT-15. Synergy scores: CSS=42.0, Synergy_ZIP=0.638, Synergy_Bliss=2.68, Synergy_Loewe=-22.0, Synergy_HSA=2.31. (5) Drug 1: CN1C(=O)N2C=NC(=C2N=N1)C(=O)N. Drug 2: C1C(C(OC1N2C=NC(=NC2=O)N)CO)O. Cell line: CCRF-CEM. Synergy scores: CSS=31.9, Synergy_ZIP=1.05, Synergy_Bliss=0.314, Synergy_Loewe=-19.4, Synergy_HSA=4.24. (6) Drug 1: CN(C)N=NC1=C(NC=N1)C(=O)N. Drug 2: C1=NC2=C(N=C(N=C2N1C3C(C(C(O3)CO)O)F)Cl)N. Cell line: HOP-92. Synergy scores: CSS=40.4, Synergy_ZIP=3.47, Synergy_Bliss=2.97, Synergy_Loewe=-3.50, Synergy_HSA=3.67.